This data is from Peptide-MHC class II binding affinity with 134,281 pairs from IEDB. The task is: Regression. Given a peptide amino acid sequence and an MHC pseudo amino acid sequence, predict their binding affinity value. This is MHC class II binding data. (1) The peptide sequence is YGIAAENVIDVKLVD. The MHC is DRB1_0405 with pseudo-sequence DRB1_0405. The binding affinity (normalized) is 0.421. (2) The peptide sequence is KGNKTCGFVDERGLY. The MHC is DRB1_1201 with pseudo-sequence DRB1_1201. The binding affinity (normalized) is 0. (3) The peptide sequence is CGGTGKNTIVIPKGD. The MHC is HLA-DQA10102-DQB10502 with pseudo-sequence HLA-DQA10102-DQB10502. The binding affinity (normalized) is 0.